From a dataset of Catalyst prediction with 721,799 reactions and 888 catalyst types from USPTO. Predict which catalyst facilitates the given reaction. (1) Reactant: COC1C=C(OC)C=CC=1C[NH:6][C:7]1[S:11][C:10]([C:12]([O:14][CH3:15])=[O:13])=[CH:9][C:8]=1[N+:16]([O-:18])=[O:17]. Product: [NH2:6][C:7]1[S:11][C:10]([C:12]([O:14][CH3:15])=[O:13])=[CH:9][C:8]=1[N+:16]([O-:18])=[O:17]. The catalyst class is: 157. (2) Reactant: Br[C:2]1[N:3]=[C:4]2[CH2:10][C:9]3[CH:11]=[C:12]4[O:17][CH2:16][O:15][C:13]4=[CH:14][C:8]=3[C:7]([C:18]3[CH:23]=[CH:22][CH:21]=[CH:20][CH:19]=3)=[N:6][N:5]2[C:24]=1[CH3:25].C([Li])CCC.CN(C)[CH:33]=[O:34].O. Product: [CH:33]([C:2]1[N:3]=[C:4]2[CH2:10][C:9]3[CH:11]=[C:12]4[O:17][CH2:16][O:15][C:13]4=[CH:14][C:8]=3[C:7]([C:18]3[CH:23]=[CH:22][CH:21]=[CH:20][CH:19]=3)=[N:6][N:5]2[C:24]=1[CH3:25])=[O:34]. The catalyst class is: 7.